This data is from Catalyst prediction with 721,799 reactions and 888 catalyst types from USPTO. The task is: Predict which catalyst facilitates the given reaction. (1) Product: [CH:14]1([CH2:13][O:11][C:3]2[CH:4]=[CH:5][C:6]([N+:8]([O-:10])=[O:9])=[CH:7][C:2]=2[CH3:1])[CH2:16][CH2:15]1. Reactant: [CH3:1][C:2]1[CH:7]=[C:6]([N+:8]([O-:10])=[O:9])[CH:5]=[CH:4][C:3]=1[OH:11].Br[CH2:13][CH:14]1[CH2:16][CH2:15]1.C(=O)([O-])[O-].[K+].[K+]. The catalyst class is: 9. (2) Reactant: [N:1]1([C:7]2[CH:29]=[CH:28][C:10]([NH:11][C:12]3[N:17]=[C:16]([C:18]4[N:22]([CH:23]([CH3:25])[CH3:24])[C:21]([CH3:26])=[N:20][CH:19]=4)[C:15]([F:27])=[CH:14][N:13]=3)=[CH:9][C:8]=2[CH3:30])[CH2:6][CH2:5][NH:4][CH2:3][CH2:2]1.[C:31](O)(=[O:35])[C@H:32]([CH3:34])[OH:33].C1C=CC2N(O)N=NC=2C=1.O.CCN(C(C)C)C(C)C.CCN=C=NCCCN(C)C. The catalyst class is: 3. Product: [OH:33][C@@H:32]([CH3:34])[C:31]([N:4]1[CH2:5][CH2:6][N:1]([C:7]2[CH:29]=[CH:28][C:10]([NH:11][C:12]3[N:17]=[C:16]([C:18]4[N:22]([CH:23]([CH3:25])[CH3:24])[C:21]([CH3:26])=[N:20][CH:19]=4)[C:15]([F:27])=[CH:14][N:13]=3)=[CH:9][C:8]=2[CH3:30])[CH2:2][CH2:3]1)=[O:35]. (3) Reactant: [NH2:1][C:2]1[NH:6][N:5]=[C:4]([C:7]2[CH:12]=[CH:11][C:10]([O:13][C:14]3[CH:19]=[CH:18][CH:17]=[CH:16][CH:15]=3)=[CH:9][CH:8]=2)[C:3]=1[C:20]([NH2:22])=[O:21].Br[CH2:24][C:25]([C:27]1[CH:32]=[CH:31][CH:30]=[C:29]([N+:33]([O-:35])=[O:34])[CH:28]=1)=O. Product: [N+:33]([C:29]1[CH:28]=[C:27]([C:25]2[NH:1][C:2]3[N:6]([CH:24]=2)[N:5]=[C:4]([C:7]2[CH:8]=[CH:9][C:10]([O:13][C:14]4[CH:19]=[CH:18][CH:17]=[CH:16][CH:15]=4)=[CH:11][CH:12]=2)[C:3]=3[C:20]([NH2:22])=[O:21])[CH:32]=[CH:31][CH:30]=1)([O-:35])=[O:34]. The catalyst class is: 14. (4) Reactant: [O:1]=[C:2]1[N:10]([CH2:11][CH2:12][CH3:13])[C:9]2[NH:8][C:7]([C:14]34[CH2:21][CH2:20][C:17]([CH:22]=[N:23]O)([CH2:18][CH2:19]3)[CH2:16][CH2:15]4)=[N:6][C:5]=2[C:4](=[O:25])[N:3]1[CH2:26][CH2:27][CH3:28].O=P(Cl)(Cl)Cl.O. Product: [O:1]=[C:2]1[N:10]([CH2:11][CH2:12][CH3:13])[C:9]2[NH:8][C:7]([C:14]34[CH2:19][CH2:18][C:17]([C:22]#[N:23])([CH2:20][CH2:21]3)[CH2:16][CH2:15]4)=[N:6][C:5]=2[C:4](=[O:25])[N:3]1[CH2:26][CH2:27][CH3:28]. The catalyst class is: 22. (5) Reactant: Br[C:2]1[S:3][CH:4]=[CH:5][N:6]=1.C([Li])CCC.[Si:12]([O:19][C@H:20]([CH2:29][O:30][Si:31]([C:34]([CH3:37])([CH3:36])[CH3:35])([CH3:33])[CH3:32])/[CH:21]=[N:22]/[S@:23]([C:25]([CH3:28])([CH3:27])[CH3:26])=[O:24])([C:15]([CH3:18])([CH3:17])[CH3:16])([CH3:14])[CH3:13]. Product: [Si:12]([O:19][C@H:20]([CH2:29][O:30][Si:31]([C:34]([CH3:37])([CH3:36])[CH3:35])([CH3:32])[CH3:33])[C@@H:21]([NH:22][S@:23]([C:25]([CH3:26])([CH3:27])[CH3:28])=[O:24])[C:2]1[S:3][CH:4]=[CH:5][N:6]=1)([C:15]([CH3:18])([CH3:16])[CH3:17])([CH3:14])[CH3:13]. The catalyst class is: 28. (6) Reactant: [NH2:1][C:2]([CH:4]1[CH2:9][CH2:8][N:7]([C:10]([O:12][C:13]([CH3:16])([CH3:15])[CH3:14])=[O:11])[CH2:6][CH2:5]1)=[S:3].C([O-])(O)=O.[Na+].[Cl:22][CH2:23][C:24]([CH2:26]Cl)=O.N1C=CC=CC=1.S(Cl)(Cl)=O. Product: [Cl:22][CH2:23][C:24]1[N:1]=[C:2]([CH:4]2[CH2:9][CH2:8][N:7]([C:10]([O:12][C:13]([CH3:16])([CH3:15])[CH3:14])=[O:11])[CH2:6][CH2:5]2)[S:3][CH:26]=1. The catalyst class is: 26.